This data is from Catalyst prediction with 721,799 reactions and 888 catalyst types from USPTO. The task is: Predict which catalyst facilitates the given reaction. (1) Reactant: [N+:1]([O-:9])([O:3][CH2:4][CH2:5][CH2:6][CH2:7][OH:8])=[O:2].[CH3:10][C:11]([C:17]1[C:22](=[O:23])[C:21]([CH3:24])=[C:20]([CH3:25])[C:19](=[O:26])[C:18]=1[CH3:27])([CH3:16])[CH2:12][C:13](O)=[O:14].C(Cl)CCl. Product: [CH3:16][C:11]([C:17]1[C:22](=[O:23])[C:21]([CH3:24])=[C:20]([CH3:25])[C:19](=[O:26])[C:18]=1[CH3:27])([CH3:10])[CH2:12][C:13]([O:8][CH2:7][CH2:6][CH2:5][CH2:4][O:3][N+:1]([O-:9])=[O:2])=[O:14]. The catalyst class is: 64. (2) Reactant: [CH3:1][O:2][C:3](=[O:14])[CH2:4][O:5][C:6]1[CH:11]=[CH:10][C:9]([F:12])=[C:8]([NH2:13])[CH:7]=1.C[O:16][C:17](=O)[CH:18]([CH2:23][C:24]1[CH:29]=[CH:28][C:27]([S:30]([CH3:33])(=[O:32])=[O:31])=[CH:26][CH:25]=1)[C:19](=O)[CH2:20][CH3:21].O1CCOCC1.C([O-])(=O)C.[Na+]. Product: [CH3:1][O:2][C:3](=[O:14])[CH2:4][O:5][C:6]1[CH:11]=[CH:10][C:9]([F:12])=[C:8]2[C:7]=1[C:17](=[O:16])[C:18]([CH2:23][C:24]1[CH:25]=[CH:26][C:27]([S:30]([CH3:33])(=[O:31])=[O:32])=[CH:28][CH:29]=1)=[C:19]([CH2:20][CH3:21])[NH:13]2. The catalyst class is: 6. (3) Reactant: [CH2:1]([O:7][C:8]1[CH:9]=[C:10]([C:21]2[CH:26]=[CH:25][C:24]([O:27][CH2:28][CH2:29][CH2:30][CH2:31][CH2:32][CH3:33])=[C:23]([O:34][CH2:35][CH2:36][CH2:37][CH2:38][CH2:39][CH3:40])[CH:22]=2)[CH:11]=[CH:12][C:13]=1[O:14][CH2:15][CH2:16][CH2:17][CH2:18][CH2:19][CH3:20])[CH2:2][CH2:3][CH2:4][CH2:5][CH3:6].[Br:41][CH2:42][CH2:43][CH2:44][CH2:45][CH2:46][CH2:47][CH2:48][CH2:49][CH2:50][CH2:51][CH2:52][CH2:53][CH2:54][CH2:55][CH2:56][CH2:57][C:58]1[CH:63]=[CH:62][CH:61]=[CH:60][C:59]=1[O:64][CH2:65][CH2:66][CH2:67][CH2:68][CH2:69][CH3:70].CO. Product: [Br:41][CH2:42][CH2:43][CH2:44][CH2:45][CH2:46][CH2:47][CH2:48][CH2:49][CH2:50][CH2:51][CH2:52][CH2:53][CH2:54][CH2:55][CH2:56][CH2:57][C:58]1[C:59]([O:64][CH2:65][CH2:66][CH2:67][CH2:68][CH2:69][CH3:70])=[CH:60][C:61]2[C:26]3[C:21](=[CH:22][C:23]([O:34][CH2:35][CH2:36][CH2:37][CH2:38][CH2:39][CH3:40])=[C:24]([O:27][CH2:28][CH2:29][CH2:30][CH2:31][CH2:32][CH3:33])[CH:25]=3)[C:10]3[C:11](=[CH:12][C:13]([O:14][CH2:15][CH2:16][CH2:17][CH2:18][CH2:19][CH3:20])=[C:8]([O:7][CH2:1][CH2:2][CH2:3][CH2:4][CH2:5][CH3:6])[CH:9]=3)[C:62]=2[CH:63]=1. The catalyst class is: 2.